The task is: Predict the reaction yield, written as a fraction of the theoretical maximum amount of product (1.0 means a 100% yield; for example, 0.34 means a 34% yield).. This data is from Reaction yield outcomes from USPTO patents with 853,638 reactions. (1) The reactants are [C:1]([C:3]1[CH:4]=[C:5]2[C:10](=[CH:11][CH:12]=1)[C:9](=[O:13])[CH2:8][CH2:7][C:6]2([CH3:15])[CH3:14])#[CH:2].[CH3:16][O:17][C:18](=[O:27])[CH2:19][C:20]1[CH:25]=[CH:24][C:23](I)=[CH:22][CH:21]=1. The catalyst is C(N(CC)CC)C.[Cu]I.Cl[Pd](Cl)([P](C1C=CC=CC=1)(C1C=CC=CC=1)C1C=CC=CC=1)[P](C1C=CC=CC=1)(C1C=CC=CC=1)C1C=CC=CC=1. The product is [CH3:14][C:6]1([CH3:15])[C:5]2[CH:4]=[C:3]([C:1]#[C:2][C:23]3[CH:24]=[CH:25][C:20]([CH2:19][C:18]([O:17][CH3:16])=[O:27])=[CH:21][CH:22]=3)[CH:12]=[CH:11][C:10]=2[C:9](=[O:13])[CH2:8][CH2:7]1. The yield is 0.750. (2) The reactants are [Br:1][C:2]1[CH:3]=[C:4]([OH:9])[CH:5]=[C:6]([Br:8])[CH:7]=1.Cl[CH:11]([F:13])[F:12]. The catalyst is CC(O)C.[OH-].[K+].O. The product is [Br:1][C:2]1[CH:3]=[C:4]([O:9][CH:11]([F:13])[F:12])[CH:5]=[C:6]([Br:8])[CH:7]=1. The yield is 0.800.